From a dataset of Peptide-MHC class I binding affinity with 185,985 pairs from IEDB/IMGT. Regression. Given a peptide amino acid sequence and an MHC pseudo amino acid sequence, predict their binding affinity value. This is MHC class I binding data. (1) The binding affinity (normalized) is 0. The peptide sequence is KIRLRPGGK. The MHC is HLA-B08:01 with pseudo-sequence HLA-B08:01. (2) The peptide sequence is NAHEGQLVI. The MHC is HLA-A02:06 with pseudo-sequence HLA-A02:06. The binding affinity (normalized) is 0.